Dataset: Forward reaction prediction with 1.9M reactions from USPTO patents (1976-2016). Task: Predict the product of the given reaction. (1) Given the reactants [C:1]([O:5][C:6](=[O:16])[CH2:7]P(OCC)(OCC)=O)([CH3:4])([CH3:3])[CH3:2].[H-].[Na+].[CH2:19]([O:26][C:27]([C:29]1[S:30][C:31]([CH:35]=O)=[C:32]([CH3:34])[CH:33]=1)=[O:28])[C:20]1[CH:25]=[CH:24][CH:23]=[CH:22][CH:21]=1, predict the reaction product. The product is: [C:1]([O:5][C:6](=[O:16])/[CH:7]=[CH:35]/[C:31]1[S:30][C:29]([C:27]([O:26][CH2:19][C:20]2[CH:25]=[CH:24][CH:23]=[CH:22][CH:21]=2)=[O:28])=[CH:33][C:32]=1[CH3:34])([CH3:2])([CH3:3])[CH3:4]. (2) Given the reactants [C:1]1([N:7]2[CH2:12][CH2:11][NH:10][CH2:9][CH2:8]2)[CH:6]=[CH:5][CH:4]=[CH:3][CH:2]=1.Cl[C:14]1[C:19]([C:20]([F:23])([F:22])[F:21])=[CH:18][N:17]=[C:16]([C:24]2[C:29]([O:30][CH3:31])=[N:28][C:27]([P:32]([CH3:35])([CH3:34])=[O:33])=[CH:26][N:25]=2)[N:15]=1, predict the reaction product. The product is: [CH3:35][P:32]([C:27]1[N:28]=[C:29]([O:30][CH3:31])[C:24]([C:16]2[N:17]=[C:18]([N:10]3[CH2:11][CH2:12][N:7]([C:1]4[CH:6]=[CH:5][CH:4]=[CH:3][CH:2]=4)[CH2:8][CH2:9]3)[C:19]([C:20]([F:22])([F:23])[F:21])=[CH:14][N:15]=2)=[N:25][CH:26]=1)([CH3:34])=[O:33]. (3) Given the reactants Br[C:2]1[C:3]([F:23])=[C:4]([N:8]2[CH:13]=[C:12]([O:14][CH3:15])[C:11](=[O:16])[C:10]([C:17]([N:19]([O:21][CH3:22])[CH3:20])=[O:18])=[N:9]2)[CH:5]=[CH:6][CH:7]=1.[CH3:24][N:25]1[CH:29]=[C:28](B2OC(C)(C)C(C)(C)O2)[CH:27]=[N:26]1.C([O-])([O-])=O.[Na+].[Na+], predict the reaction product. The product is: [F:23][C:3]1[C:2]([C:28]2[CH:27]=[N:26][N:25]([CH3:24])[CH:29]=2)=[CH:7][CH:6]=[CH:5][C:4]=1[N:8]1[CH:13]=[C:12]([O:14][CH3:15])[C:11](=[O:16])[C:10]([C:17]([N:19]([O:21][CH3:22])[CH3:20])=[O:18])=[N:9]1. (4) Given the reactants [Br:1][C:2]1[CH:10]=[C:9]2[C:5]([CH2:6][N:7]=[C:8]2[NH:11][NH2:12])=[CH:4][CH:3]=1.[CH3:13][C:14]1[O:18][N:17]=[C:16]([C:19]2[CH:24]=[CH:23][CH:22]=[CH:21][CH:20]=2)[C:15]=1[CH:25]=O, predict the reaction product. The product is: [Br:1][C:2]1[CH:10]=[C:9]2[C:5]([CH2:6][N:7]3[C:25]([C:15]4[C:16]([C:19]5[CH:24]=[CH:23][CH:22]=[CH:21][CH:20]=5)=[N:17][O:18][C:14]=4[CH3:13])=[N:12][N:11]=[C:8]32)=[CH:4][CH:3]=1. (5) Given the reactants C(OC(=O)[NH:7][C@H:8]1[CH2:13][C@@H:12]([N:14]2[CH2:21][C:20]3[C:16](=[N:17][N:18]([S:22]([CH:25]4[CH2:29][CH2:28][CH2:27][CH2:26]4)(=[O:24])=[O:23])[CH:19]=3)[CH2:15]2)[CH2:11][O:10][C@@H:9]1[C:30]1[CH:35]=[C:34]([F:36])[C:33]([F:37])=[CH:32][C:31]=1[F:38])(C)(C)C.[F:40][C:41]([F:46])([F:45])[C:42]([OH:44])=[O:43], predict the reaction product. The product is: [F:40][C:41]([F:46])([F:45])[C:42]([OH:44])=[O:43].[F:38][C:31]1[CH:32]=[C:33]([F:37])[C:34]([F:36])=[CH:35][C:30]=1[C@@H:9]1[C@@H:8]([NH2:7])[CH2:13][C@@H:12]([N:14]2[CH2:21][C:20]3[C:16](=[N:17][N:18]([S:22]([CH:25]4[CH2:29][CH2:28][CH2:27][CH2:26]4)(=[O:24])=[O:23])[CH:19]=3)[CH2:15]2)[CH2:11][O:10]1. (6) Given the reactants [CH3:1]C(C)([O-])C.[K+].[NH:7]1[C:15]2[C:10](=[CH:11][CH:12]=[N:13][CH:14]=2)[CH:9]=[CH:8]1.ClC[C:18]1([CH2:24][CH2:25][CH3:26])[CH2:22][NH:21][C:20](=[O:23])[CH2:19]1.O, predict the reaction product. The product is: [CH2:24]([CH:18]1[CH2:22][N:21]([CH2:1][C:8]2[NH:7][C:15]3=[CH:14][N:13]=[CH:12][CH:11]=[C:10]3[CH:9]=2)[C:20](=[O:23])[CH2:19]1)[CH2:25][CH3:26].